The task is: Predict which catalyst facilitates the given reaction.. This data is from Catalyst prediction with 721,799 reactions and 888 catalyst types from USPTO. (1) Reactant: [OH-:1].[Na+].[NH2:3][CH2:4][C:5]1[CH:12]=[CH:11][C:8]([C:9]#[N:10])=[CH:7][CH:6]=1.O.OO. Product: [NH2:10][CH2:9][C:8]1[CH:11]=[CH:12][C:5]([C:4]([NH2:3])=[O:1])=[CH:6][CH:7]=1. The catalyst class is: 6. (2) Product: [CH:13]1[C:9]2[CH:10]=[CH:11][C:12]3[CH:2]=[CH:3][CH:4]=[CH:5][C:6]=3[C:7](=[C:17]3[CH2:18][CH2:19][N:20]([C:23](=[O:26])[CH2:24][NH:25][CH:33]=[O:34])[CH2:21][CH2:22]3)[C:8]=2[CH:16]=[CH:15][CH:14]=1. Reactant: Cl.[CH:2]1[C:12]2[CH:11]=[CH:10][C:9]3[CH:13]=[CH:14][CH:15]=[CH:16][C:8]=3[C:7](=[C:17]3[CH2:22][CH2:21][N:20]([C:23](=[O:26])[CH2:24][NH2:25])[CH2:19][CH2:18]3)[C:6]=2[CH:5]=[CH:4][CH:3]=1.CC(C)(C)CI.[C:33](=O)([O-])[O-:34].[K+].[K+]. The catalyst class is: 9. (3) Reactant: [F:1][C:2]1[CH:7]=[CH:6][C:5]([C:8]2[C:13]([C:14]([O:16][CH3:17])=[O:15])=[C:12]([CH:18]([CH3:20])[CH3:19])[N:11]=[C:10](OS(C(F)(F)F)(=O)=O)[N:9]=2)=[CH:4][CH:3]=1.[CH3:29][NH:30][S:31]([CH3:34])(=[O:33])=[O:32].C(=O)([O-])[O-].[K+].[K+].C(OCCCC)(=O)C. Product: [F:1][C:2]1[CH:7]=[CH:6][C:5]([C:8]2[C:13]([C:14]([O:16][CH3:17])=[O:15])=[C:12]([CH:18]([CH3:20])[CH3:19])[N:11]=[C:10]([N:30]([CH3:29])[S:31]([CH3:34])(=[O:33])=[O:32])[N:9]=2)=[CH:4][CH:3]=1. The catalyst class is: 95. (4) Reactant: [Na].[Br:2][C:3]1[CH:8]=[CH:7][C:6]([OH:9])=[CH:5][CH:4]=1.Cl[C:11]1[N:19]=[CH:18][CH:17]=[CH:16][C:12]=1[C:13](O)=[O:14]. Product: [Br:2][C:3]1[CH:8]=[C:7]2[C:6](=[CH:5][CH:4]=1)[O:9][C:11]1[N:19]=[CH:18][CH:17]=[CH:16][C:12]=1[C:13]2=[O:14]. The catalyst class is: 5. (5) Reactant: [CH3:13][C:12]([O:11][C:9](O[C:9]([O:11][C:12]([CH3:15])([CH3:14])[CH3:13])=[O:10])=[O:10])([CH3:15])[CH3:14].Cl.[NH2:17][CH2:18][C:19]([CH3:29])([C:23]1[CH:28]=[CH:27][CH:26]=[CH:25][CH:24]=1)[C:20]([OH:22])=[O:21]. Product: [C:12]([O:11][C:9]([NH:17][CH2:18][C:19]([CH3:29])([C:23]1[CH:28]=[CH:27][CH:26]=[CH:25][CH:24]=1)[C:20]([OH:22])=[O:21])=[O:10])([CH3:13])([CH3:14])[CH3:15]. The catalyst class is: 758. (6) Reactant: C1(C(=[N:14][CH:15]([CH2:21][CH:22]([F:24])[F:23])[C:16]([O:18][CH2:19][CH3:20])=[O:17])C2C=CC=CC=2)C=CC=CC=1.[ClH:25]. Product: [ClH:25].[NH2:14][CH:15]([CH2:21][CH:22]([F:23])[F:24])[C:16]([O:18][CH2:19][CH3:20])=[O:17]. The catalyst class is: 13. (7) Reactant: C([O:5][C:6](=[O:25])[CH2:7][N:8]1[C:16]2[C:11](=[CH:12][C:13]([O:17][C:18]([F:21])([F:20])[F:19])=[CH:14][CH:15]=2)[C:10]([C:22](=[O:24])[CH3:23])=[CH:9]1)(C)(C)C.C(O)(C(F)(F)F)=O. Product: [C:22]([C:10]1[C:11]2[C:16](=[CH:15][CH:14]=[C:13]([O:17][C:18]([F:20])([F:21])[F:19])[CH:12]=2)[N:8]([CH2:7][C:6]([OH:25])=[O:5])[CH:9]=1)(=[O:24])[CH3:23]. The catalyst class is: 61. (8) Reactant: [H-].[Na+].[F:3][C:4]1[CH:9]=[CH:8][C:7]([C:10]2[CH:11]=[N:12][N:13]([CH3:17])[C:14]=2[CH:15]=O)=[CH:6][CH:5]=1.C(OP([CH2:26][C:27]([O:29]CC)=[O:28])(OCC)=O)C.Cl. Product: [F:3][C:4]1[CH:9]=[CH:8][C:7]([C:10]2[CH:11]=[N:12][N:13]([CH3:17])[C:14]=2/[CH:15]=[CH:26]/[C:27]([OH:29])=[O:28])=[CH:6][CH:5]=1. The catalyst class is: 9. (9) Reactant: FC(F)(F)C(O)=O.[CH3:8][C:9]1[CH:10]=[CH:11][C:12]([C:15]2[N:19]([C:20]3[CH:21]=[N:22][CH:23]=[CH:24][CH:25]=3)[N:18]=[C:17]([C:26]([N:28]3[CH2:33][CH2:32][CH2:31][CH2:30][CH:29]3[C:34]3([NH:37]C(OC(C)(C)C)=O)[CH2:36][CH2:35]3)=[O:27])[CH:16]=2)=[N:13][CH:14]=1. Product: [CH3:8][C:9]1[CH:10]=[CH:11][C:12]([C:15]2[N:19]([C:20]3[CH:21]=[N:22][CH:23]=[CH:24][CH:25]=3)[N:18]=[C:17]([C:26]([N:28]3[CH2:33][CH2:32][CH2:31][CH2:30][CH:29]3[C:34]3([NH2:37])[CH2:36][CH2:35]3)=[O:27])[CH:16]=2)=[N:13][CH:14]=1. The catalyst class is: 4.